From a dataset of HIV replication inhibition screening data with 41,000+ compounds from the AIDS Antiviral Screen. Binary Classification. Given a drug SMILES string, predict its activity (active/inactive) in a high-throughput screening assay against a specified biological target. (1) The molecule is c1csc(C(NC2=NCCO2)C2CC2)c1. The result is 0 (inactive). (2) The compound is CCCCCCCCCCCCCCCCCCN1CN(CO)C(=O)N(CO)C1. The result is 0 (inactive).